This data is from Peptide-MHC class II binding affinity with 134,281 pairs from IEDB. The task is: Regression. Given a peptide amino acid sequence and an MHC pseudo amino acid sequence, predict their binding affinity value. This is MHC class II binding data. (1) The peptide sequence is GKIILVAVHVASGYI. The MHC is HLA-DPA10201-DPB11401 with pseudo-sequence HLA-DPA10201-DPB11401. The binding affinity (normalized) is 0.0817. (2) The peptide sequence is MAEMKTDAATLAQEA. The MHC is DRB5_0101 with pseudo-sequence DRB5_0101. The binding affinity (normalized) is 0.162. (3) The peptide sequence is YDKFLANPSTVLTGK. The MHC is DRB1_0802 with pseudo-sequence DRB1_0802. The binding affinity (normalized) is 0.164. (4) The peptide sequence is FVQALTTAAASYASV. The MHC is DRB3_0101 with pseudo-sequence DRB3_0101. The binding affinity (normalized) is 0.256. (5) The binding affinity (normalized) is 1.00. The MHC is DRB1_1302 with pseudo-sequence DRB1_1302. The peptide sequence is GYITTNVLREILKEL. (6) The peptide sequence is SPHHKKLAQAVMEMT. The MHC is DRB3_0301 with pseudo-sequence DRB3_0301. The binding affinity (normalized) is 0.637.